Dataset: hERG potassium channel inhibition data for cardiac toxicity prediction from Karim et al.. Task: Regression/Classification. Given a drug SMILES string, predict its toxicity properties. Task type varies by dataset: regression for continuous values (e.g., LD50, hERG inhibition percentage) or binary classification for toxic/non-toxic outcomes (e.g., AMES mutagenicity, cardiotoxicity, hepatotoxicity). Dataset: herg_karim. (1) The compound is c1ccc(N2CCN(CCCCCCN3CCN(c4ccnc5ccccc45)CC3)CC2)cc1. The result is 1 (blocker). (2) The result is 0 (non-blocker). The molecule is COCc1cnn(-c2ccc3c(c2)C2(COC(N)=N2)C2(COC2)C2(CCC2)O3)c1. (3) The compound is Cc1nc2ccccc2n1C1C[C@H]2CC[C@H](C1)N2CCC1(c2ccccc2)CCN(C(=O)c2cccc(C(=O)NO)c2)CC1. The result is 0 (non-blocker). (4) The drug is CCOC(=O)[C@H]1CC[C@@H](N2CC(NC(=O)CNc3noc4ccc(C(F)(F)F)cc34)C2)CC1. The result is 1 (blocker). (5) The compound is Cc1ccc2c(-c3nnc(SCCC(C)N4CCc5cc6c(cc5CC4)C(=O)N(C)C6)n3C)cccc2n1. The result is 0 (non-blocker). (6) The compound is CC1CCCN1CCc1ccc(-c2ccc(S(=O)(=O)NCc3ccccc3)cc2)cc1. The result is 1 (blocker).